Task: Regression/Classification. Given an antibody's heavy chain and light chain sequences, predict its developability. TAP uses regression for 5 developability metrics; SAbDab uses binary classification.. Dataset: Antibody developability classification from SAbDab with 2,409 antibodies (1) The antibody is ['QVQLVESGGGLVQPGGSLRLSCAASGFTFNSYWINWVRQAPGKGLEWVSGIAYDSSNTLYADSVKGRFTISRDNSKNTLYLQMNSLRAEDTAVYYCARGLGAFHWDMQPDYWGQGTLVTVSS', 'SYELTQPPSVSVAPGQTARISCSGDNIGGTFVSWYQQKPGQAPVLVIYDDNDRPSGIPERFSGSNSGNTATLTISGTQAEDEADYYCGTWDMVTNNVFGGGTKLTVL']. Result: 0 (not developable). (2) The antibody is ['QVQLLESGPGLVRPSETLSLTCTVSGFSLTSFSVSWVRHPSGKGPEWMGRMWYDGYTAYNSALKSRLSISRDTSKNQVFLKMNSLQTDDTGTYYCTRDLYGGYPLGFWYFDFWGPGTMVTVSS', 'DIKLTQSPSLLSASVGDRVTLSCKGSQNINNYLAWYQQKLGEAPKLLIYNTNSLQTGIPSRFSGSGSGTDYTLTISSLQPEDVATYFCYQYNNGYTFGAGTKLELK']. Result: 0 (not developable). (3) The antibody is ['EVQLEESGGGLVTPGGSLRLSCAASGYVFSTYDMSWVRQTPEKRLEWVAFISSGGGRTSYPDTVKGRFTISRDDAKNTLYLQMSSLQSEDTAMYYCTRHFYAVLDYWGRGTTLTVSS', 'QAVVTQESALTTSPGETVTLTCRSSTGTVTTSNYANWVQEKPDHLFTGLIGATNNRAAGVPVRFSGSLIGGKAALTITGAQTEDEAIYFCALWYSGHWVFGGGTKLTVL']. Result: 0 (not developable). (4) The antibody is ['QVQLVQSGAEVKRPGSSVTVSCKASGGSFSTYALSWVRQAPGRGLEWMGGVIPLLTITNYAPRFQGRITITADRSTSTAYLELNSLRPEDTAVYYCAREGTTGAGWLGKPIGAFAHWGQGTLVTVSS', '4wy7_L']. Result: 0 (not developable). (5) The antibody is ['QVQLQQPGTELVKPGASVKLSCKASGYTFTSYWMHWVKQRPGQGLEWIGEINPRNGRTDFSEKFKSKATLTVDTSSSTAFIQLSSLTSEDSAVYYCARWGYYGSSDYWGQGTALTVSS', 'DIVVTQSHKFMSTSVGDRVSITCKASQDVSVAVAWYQQKTGQSPKLLIYSASYRITGVPDRFTGSGSGTDFTFTISSVQAEDMAVYYCQQHYSTPPWTFGGGTKLEIK']. Result: 1 (developable). (6) The antibody is ['EVRLIQSGAVMRKPGSSVKISCRASGYNFREYSIHWVRLIPGRGLEWIGWIKGMWGAVSYARQLQGRVSMTRQLSQDPDDPDWGIAYLEFSGLTSGDTAEYFCVRKGPSCPHCGDFHWQHWGQGTAVVVSA', 'EIVLTQSPGTLSLSPGETAIISCRTSQYGSLAWYQQRPGQAPRLVIYSGSTRAAGIPDRFSGSRWGPDYTLTISNLESGDFGVYYCQQYEFFGQGTKVQVD']. Result: 0 (not developable).